Dataset: Full USPTO retrosynthesis dataset with 1.9M reactions from patents (1976-2016). Task: Predict the reactants needed to synthesize the given product. Given the product [I:30][CH2:2][O:3][C:4]([N:6]1[C:14]2[C:9](=[CH:10][CH:11]=[C:12]([C:15]([F:18])([F:17])[F:16])[CH:13]=2)[C:8]([C:20]2[CH:25]=[C:24]([Cl:26])[CH:23]=[CH:22][C:21]=2[O:27][CH3:28])([F:19])[C:7]1=[O:29])=[O:5], predict the reactants needed to synthesize it. The reactants are: Cl[CH2:2][O:3][C:4]([N:6]1[C:14]2[C:9](=[CH:10][CH:11]=[C:12]([C:15]([F:18])([F:17])[F:16])[CH:13]=2)[C@@:8]([C:20]2[CH:25]=[C:24]([Cl:26])[CH:23]=[CH:22][C:21]=2[O:27][CH3:28])([F:19])[C:7]1=[O:29])=[O:5].[I-:30].[Na+].